This data is from Catalyst prediction with 721,799 reactions and 888 catalyst types from USPTO. The task is: Predict which catalyst facilitates the given reaction. (1) Reactant: [C:1]1([C:16]2[NH:20][C:19]3[CH:21]=[CH:22][CH:23]=[CH:24][C:18]=3[N:17]=2)[CH:6]=[CH:5][CH:4]=[CH:3][C:2]=1[C:7]1[NH:11][C:10]2[CH:12]=[CH:13][CH:14]=[CH:15][C:9]=2[N:8]=1.[H-].[Na+]. Product: [C:2]1([C:7]2[N:11]([CH2:12][CH2:10][CH2:9][CH2:15][CH3:14])[C:10]3[CH:12]=[CH:13][CH:14]=[CH:15][C:9]=3[N:8]=2)[CH:3]=[CH:4][CH:5]=[CH:6][C:1]=1[C:16]1[N:17]([CH2:3][CH2:2][CH2:1][CH2:6][CH3:5])[C:18]2[CH:24]=[CH:23][CH:22]=[CH:21][C:19]=2[N:20]=1. The catalyst class is: 9. (2) Reactant: [OH:1][C:2]1[CH:11]=[C:10]([OH:12])[C:9]2[C:4](=[CH:5][CH:6]=[CH:7][CH:8]=2)[N:3]=1.C(N(CC)CC)C.C(O[CH2:24][CH:25]=[CH2:26])(=O)C. Product: [CH2:26]([C:11]1[C:2]([OH:1])=[N:3][C:4]2[C:9]([C:10]=1[OH:12])=[CH:8][CH:7]=[CH:6][CH:5]=2)[CH:25]=[CH2:24]. The catalyst class is: 128. (3) Reactant: [CH3:1][O:2][C:3](=[O:30])/[CH:4]=[CH:5]/[C:6]1[CH:7]=[C:8]2[C:25](=[C:26]([F:28])[CH:27]=1)[O:24][C:11]1([CH2:16][CH2:15][N:14](C(OC(C)(C)C)=O)[CH2:13][CH2:12]1)[CH2:10][C:9]2=[O:29].Cl. Product: [CH3:1][O:2][C:3](=[O:30])/[CH:4]=[CH:5]/[C:6]1[CH:7]=[C:8]2[C:25](=[C:26]([F:28])[CH:27]=1)[O:24][C:11]1([CH2:12][CH2:13][NH:14][CH2:15][CH2:16]1)[CH2:10][C:9]2=[O:29]. The catalyst class is: 258. (4) Reactant: Cl[C:2]1[C:11]2[C:6](=[CH:7][C:8](Cl)=[N:9][C:10]=2Cl)[CH:5]=[C:4](Cl)[N:3]=1.C([O-])(=O)C.[K+]. Product: [CH2:10]1[C:11]2[C:6](=[CH:5][CH:4]=[N:3][CH:2]=2)[CH2:7][CH2:8][NH:9]1. The catalyst class is: 19. (5) Reactant: [CH2:1]([O:4][C@@H:5]1[C@@H:9]([CH2:10][O:11][Si](C(C)(C)C)(C)C)[O:8][C@@H:7]([N:19]2[CH:26]=[C:25]([I:27])[C:23]([NH2:24])=[N:22][C:20]2=[O:21])[CH2:6]1)[CH:2]=[CH2:3].[F-].C([N+](CCCC)(CCCC)CCCC)CCC. Product: [CH2:1]([O:4][C@@H:5]1[C@@H:9]([CH2:10][OH:11])[O:8][C@@H:7]([N:19]2[CH:26]=[C:25]([I:27])[C:23]([NH2:24])=[N:22][C:20]2=[O:21])[CH2:6]1)[CH:2]=[CH2:3]. The catalyst class is: 1. (6) Reactant: C(OC(=O)[NH:7][C:8]1[CH2:13][NH:12][CH2:11][C:10]([C:17]2[CH:22]=[C:21]([NH:23][C:24]([C:26]3[C:31]([CH3:32])=[CH:30][C:29]([Br:33])=[CH:28][N:27]=3)=[O:25])[CH:20]=[CH:19][C:18]=2[F:34])([CH:14]([F:16])[F:15])[N:9]=1)(C)(C)C.[CH3:36][O:37][CH2:38][C:39](Cl)=[O:40].C(Cl)Cl.N. Product: [NH2:7][C:8]1[CH2:13][N:12]([C:39](=[O:40])[CH2:38][O:37][CH3:36])[CH2:11][C:10]([C:17]2[CH:22]=[C:21]([NH:23][C:24]([C:26]3[C:31]([CH3:32])=[CH:30][C:29]([Br:33])=[CH:28][N:27]=3)=[O:25])[CH:20]=[CH:19][C:18]=2[F:34])([CH:14]([F:16])[F:15])[N:9]=1. The catalyst class is: 5.